From a dataset of NCI-60 drug combinations with 297,098 pairs across 59 cell lines. Regression. Given two drug SMILES strings and cell line genomic features, predict the synergy score measuring deviation from expected non-interaction effect. (1) Drug 1: CC1=C(C=C(C=C1)NC(=O)C2=CC=C(C=C2)CN3CCN(CC3)C)NC4=NC=CC(=N4)C5=CN=CC=C5. Drug 2: C1CN(P(=O)(OC1)NCCCl)CCCl. Cell line: HCC-2998. Synergy scores: CSS=0.797, Synergy_ZIP=4.94, Synergy_Bliss=2.51, Synergy_Loewe=2.59, Synergy_HSA=-6.06. (2) Drug 1: CCC1=CC2CC(C3=C(CN(C2)C1)C4=CC=CC=C4N3)(C5=C(C=C6C(=C5)C78CCN9C7C(C=CC9)(C(C(C8N6C)(C(=O)OC)O)OC(=O)C)CC)OC)C(=O)OC.C(C(C(=O)O)O)(C(=O)O)O. Drug 2: C1C(C(OC1N2C=NC3=C(N=C(N=C32)Cl)N)CO)O. Cell line: LOX IMVI. Synergy scores: CSS=36.1, Synergy_ZIP=-6.49, Synergy_Bliss=-6.28, Synergy_Loewe=-3.27, Synergy_HSA=-1.85. (3) Drug 1: CN1CCC(CC1)COC2=C(C=C3C(=C2)N=CN=C3NC4=C(C=C(C=C4)Br)F)OC. Drug 2: CN1C(=O)N2C=NC(=C2N=N1)C(=O)N. Cell line: OVCAR3. Synergy scores: CSS=17.1, Synergy_ZIP=3.37, Synergy_Bliss=5.64, Synergy_Loewe=-11.4, Synergy_HSA=4.64. (4) Drug 1: C1=CC(=CC=C1C#N)C(C2=CC=C(C=C2)C#N)N3C=NC=N3. Drug 2: CN(C(=O)NC(C=O)C(C(C(CO)O)O)O)N=O. Cell line: SNB-19. Synergy scores: CSS=1.95, Synergy_ZIP=1.93, Synergy_Bliss=3.97, Synergy_Loewe=-0.0393, Synergy_HSA=1.56. (5) Drug 1: CN1C2=C(C=C(C=C2)N(CCCl)CCCl)N=C1CCCC(=O)O.Cl. Drug 2: CC1CCCC2(C(O2)CC(NC(=O)CC(C(C(=O)C(C1O)C)(C)C)O)C(=CC3=CSC(=N3)C)C)C. Cell line: MOLT-4. Synergy scores: CSS=57.7, Synergy_ZIP=-2.32, Synergy_Bliss=-4.33, Synergy_Loewe=-9.03, Synergy_HSA=-4.73. (6) Drug 1: COCCOC1=C(C=C2C(=C1)C(=NC=N2)NC3=CC=CC(=C3)C#C)OCCOC. Drug 2: CC1=C(C(=CC=C1)Cl)NC(=O)C2=CN=C(S2)NC3=CC(=NC(=N3)C)N4CCN(CC4)CCO. Cell line: HT29. Synergy scores: CSS=62.2, Synergy_ZIP=5.79, Synergy_Bliss=5.39, Synergy_Loewe=9.21, Synergy_HSA=11.4. (7) Drug 1: CCCS(=O)(=O)NC1=C(C(=C(C=C1)F)C(=O)C2=CNC3=C2C=C(C=N3)C4=CC=C(C=C4)Cl)F. Drug 2: CC1CCCC2(C(O2)CC(NC(=O)CC(C(C(=O)C(C1O)C)(C)C)O)C(=CC3=CSC(=N3)C)C)C. Cell line: NCI-H522. Synergy scores: CSS=5.25, Synergy_ZIP=-0.701, Synergy_Bliss=3.46, Synergy_Loewe=0.256, Synergy_HSA=2.42. (8) Drug 1: C1=CC(=CC=C1CCC2=CNC3=C2C(=O)NC(=N3)N)C(=O)NC(CCC(=O)O)C(=O)O. Drug 2: C1CN(P(=O)(OC1)NCCCl)CCCl. Cell line: HS 578T. Synergy scores: CSS=24.2, Synergy_ZIP=-3.05, Synergy_Bliss=5.50, Synergy_Loewe=-12.6, Synergy_HSA=4.99. (9) Drug 1: CC1C(C(CC(O1)OC2CC(OC(C2O)C)OC3=CC4=CC5=C(C(=O)C(C(C5)C(C(=O)C(C(C)O)O)OC)OC6CC(C(C(O6)C)O)OC7CC(C(C(O7)C)O)OC8CC(C(C(O8)C)O)(C)O)C(=C4C(=C3C)O)O)O)O. Drug 2: C1=NNC2=C1C(=O)NC=N2. Cell line: A549. Synergy scores: CSS=60.8, Synergy_ZIP=0.519, Synergy_Bliss=-0.547, Synergy_Loewe=-41.8, Synergy_HSA=-0.849. (10) Drug 1: CC1OCC2C(O1)C(C(C(O2)OC3C4COC(=O)C4C(C5=CC6=C(C=C35)OCO6)C7=CC(=C(C(=C7)OC)O)OC)O)O. Drug 2: C1=CC(=CC=C1CCCC(=O)O)N(CCCl)CCCl. Cell line: HCT-15. Synergy scores: CSS=52.2, Synergy_ZIP=-8.54, Synergy_Bliss=-5.29, Synergy_Loewe=-12.2, Synergy_HSA=-1.77.